Dataset: NCI-60 drug combinations with 297,098 pairs across 59 cell lines. Task: Regression. Given two drug SMILES strings and cell line genomic features, predict the synergy score measuring deviation from expected non-interaction effect. (1) Drug 1: CC1C(C(=O)NC(C(=O)N2CCCC2C(=O)N(CC(=O)N(C(C(=O)O1)C(C)C)C)C)C(C)C)NC(=O)C3=C4C(=C(C=C3)C)OC5=C(C(=O)C(=C(C5=N4)C(=O)NC6C(OC(=O)C(N(C(=O)CN(C(=O)C7CCCN7C(=O)C(NC6=O)C(C)C)C)C)C(C)C)C)N)C. Cell line: PC-3. Drug 2: CCCCC(=O)OCC(=O)C1(CC(C2=C(C1)C(=C3C(=C2O)C(=O)C4=C(C3=O)C=CC=C4OC)O)OC5CC(C(C(O5)C)O)NC(=O)C(F)(F)F)O. Synergy scores: CSS=50.7, Synergy_ZIP=8.63, Synergy_Bliss=9.07, Synergy_Loewe=8.88, Synergy_HSA=9.05. (2) Drug 1: CCCCCOC(=O)NC1=NC(=O)N(C=C1F)C2C(C(C(O2)C)O)O. Drug 2: CS(=O)(=O)OCCCCOS(=O)(=O)C. Cell line: OVCAR-5. Synergy scores: CSS=17.8, Synergy_ZIP=-0.245, Synergy_Bliss=1.27, Synergy_Loewe=7.25, Synergy_HSA=5.07. (3) Cell line: ACHN. Synergy scores: CSS=24.8, Synergy_ZIP=-2.99, Synergy_Bliss=-0.190, Synergy_Loewe=-2.10, Synergy_HSA=0.543. Drug 1: C1CCC(CC1)NC(=O)N(CCCl)N=O. Drug 2: CC(C)NC(=O)C1=CC=C(C=C1)CNNC.Cl. (4) Drug 1: CC1=C(C=C(C=C1)NC(=O)C2=CC=C(C=C2)CN3CCN(CC3)C)NC4=NC=CC(=N4)C5=CN=CC=C5. Drug 2: CCC1(CC2CC(C3=C(CCN(C2)C1)C4=CC=CC=C4N3)(C5=C(C=C6C(=C5)C78CCN9C7C(C=CC9)(C(C(C8N6C)(C(=O)OC)O)OC(=O)C)CC)OC)C(=O)OC)O.OS(=O)(=O)O. Cell line: UACC-257. Synergy scores: CSS=3.47, Synergy_ZIP=-0.596, Synergy_Bliss=1.61, Synergy_Loewe=0.341, Synergy_HSA=0.361. (5) Drug 1: CCC1(CC2CC(C3=C(CCN(C2)C1)C4=CC=CC=C4N3)(C5=C(C=C6C(=C5)C78CCN9C7C(C=CC9)(C(C(C8N6C)(C(=O)OC)O)OC(=O)C)CC)OC)C(=O)OC)O.OS(=O)(=O)O. Drug 2: CC1=C2C(C(=O)C3(C(CC4C(C3C(C(C2(C)C)(CC1OC(=O)C(C(C5=CC=CC=C5)NC(=O)OC(C)(C)C)O)O)OC(=O)C6=CC=CC=C6)(CO4)OC(=O)C)O)C)O. Cell line: COLO 205. Synergy scores: CSS=4.59, Synergy_ZIP=-3.00, Synergy_Bliss=-2.13, Synergy_Loewe=-0.204, Synergy_HSA=-0.0766. (6) Drug 1: C1=CC=C(C(=C1)C(C2=CC=C(C=C2)Cl)C(Cl)Cl)Cl. Drug 2: C1=NC2=C(N=C(N=C2N1C3C(C(C(O3)CO)O)F)Cl)N. Cell line: OVCAR-5. Synergy scores: CSS=3.75, Synergy_ZIP=-1.08, Synergy_Bliss=1.94, Synergy_Loewe=0.761, Synergy_HSA=0.805. (7) Drug 1: C1CCC(CC1)NC(=O)N(CCCl)N=O. Drug 2: CCC1=C2CN3C(=CC4=C(C3=O)COC(=O)C4(CC)O)C2=NC5=C1C=C(C=C5)O. Cell line: SW-620. Synergy scores: CSS=38.1, Synergy_ZIP=-5.33, Synergy_Bliss=-1.78, Synergy_Loewe=-2.19, Synergy_HSA=1.66. (8) Drug 1: C1CC(=O)NC(=O)C1N2C(=O)C3=CC=CC=C3C2=O. Drug 2: C(CN)CNCCSP(=O)(O)O. Cell line: SNB-75. Synergy scores: CSS=0.868, Synergy_ZIP=-0.210, Synergy_Bliss=-2.15, Synergy_Loewe=-1.41, Synergy_HSA=-2.28. (9) Drug 1: CC(CN1CC(=O)NC(=O)C1)N2CC(=O)NC(=O)C2. Drug 2: CC1=C(C=C(C=C1)C(=O)NC2=CC(=CC(=C2)C(F)(F)F)N3C=C(N=C3)C)NC4=NC=CC(=N4)C5=CN=CC=C5. Cell line: SNB-75. Synergy scores: CSS=-2.16, Synergy_ZIP=-0.782, Synergy_Bliss=-4.07, Synergy_Loewe=-5.76, Synergy_HSA=-5.13.